Dataset: Catalyst prediction with 721,799 reactions and 888 catalyst types from USPTO. Task: Predict which catalyst facilitates the given reaction. Reactant: [BH4-].[Li+].[N+:3]([C:6]1[CH:7]=[C:8]([CH:12]([CH3:17])[C:13](OC)=[O:14])[CH:9]=[CH:10][CH:11]=1)([O-:5])=[O:4]. Product: [N+:3]([C:6]1[CH:7]=[C:8]([CH:12]([CH3:17])[CH2:13][OH:14])[CH:9]=[CH:10][CH:11]=1)([O-:5])=[O:4]. The catalyst class is: 1.